From a dataset of Catalyst prediction with 721,799 reactions and 888 catalyst types from USPTO. Predict which catalyst facilitates the given reaction. Reactant: Cl[C:2]1[N:7]=[C:6]([O:8][C:9]2[CH:14]=[CH:13][C:12]([F:15])=[C:11]([Cl:16])[CH:10]=2)[C:5]([CH3:17])=[CH:4][N:3]=1.[CH3:18][N:19]1[CH2:24][CH2:23][N:22]([CH2:25][C:26]2[CH:32]=[CH:31][C:29]([NH2:30])=[CH:28][CH:27]=2)[CH2:21][CH2:20]1. Product: [Cl:16][C:11]1[CH:10]=[C:9]([CH:14]=[CH:13][C:12]=1[F:15])[O:8][C:6]1[C:5]([CH3:17])=[CH:4][N:3]=[C:2]([NH:30][C:29]2[CH:28]=[CH:27][C:26]([CH2:25][N:22]3[CH2:21][CH2:20][N:19]([CH3:18])[CH2:24][CH2:23]3)=[CH:32][CH:31]=2)[N:7]=1. The catalyst class is: 61.